From a dataset of Reaction yield outcomes from USPTO patents with 853,638 reactions. Predict the reaction yield, written as a fraction of the theoretical maximum amount of product (1.0 means a 100% yield; for example, 0.34 means a 34% yield). (1) The reactants are [CH2:1]([N:3]([CH2:38][CH3:39])[CH2:4][CH2:5][CH2:6][NH:7][C:8]1[N:9]=[C:10]([C:27]2[CH:28]=[C:29]([CH:33]=[C:34]([F:37])[C:35]=2[CH3:36])[C:30]([OH:32])=O)[C:11]2[CH:17]=[CH:16][C:15](=[O:18])[N:14]([C:19]3[C:24]([F:25])=[CH:23][CH:22]=[CH:21][C:20]=3[F:26])[C:12]=2[N:13]=1)[CH3:2].CN(C(ON1N=NC2C=CC=CC1=2)=[N+](C)C)C.F[P-](F)(F)(F)(F)F.C(N(CC)CC)C.[C:71]([NH2:75])([CH3:74])([CH3:73])[CH3:72]. The catalyst is CN(C=O)C. The product is [CH2:38]([N:3]([CH2:1][CH3:2])[CH2:4][CH2:5][CH2:6][NH:7][C:8]1[N:9]=[C:10]([C:27]2[CH:28]=[C:29]([CH:33]=[C:34]([F:37])[C:35]=2[CH3:36])[C:30]([NH:75][C:71]([CH3:74])([CH3:73])[CH3:72])=[O:32])[C:11]2[CH:17]=[CH:16][C:15](=[O:18])[N:14]([C:19]3[C:20]([F:26])=[CH:21][CH:22]=[CH:23][C:24]=3[F:25])[C:12]=2[N:13]=1)[CH3:39]. The yield is 0.460. (2) The reactants are [F:1][C:2]1[CH:3]=[C:4]2[C:9](=[CH:10][CH:11]=1)[N:8]=[C:7]([O:12][CH3:13])[C:6]([NH:14][C:15](=[O:19])OCC)=[N:5]2.[C:20]1([N:26]2[CH2:31][CH2:30][NH:29][CH2:28][CH2:27]2)[CH:25]=[CH:24][CH:23]=[CH:22][CH:21]=1.C1CCN2C(=NCCC2)CC1. The catalyst is O1CCCC1. The product is [F:1][C:2]1[CH:3]=[C:4]2[C:9](=[CH:10][CH:11]=1)[N:8]=[C:7]([O:12][CH3:13])[C:6]([NH:14][C:15]([N:29]1[CH2:30][CH2:31][N:26]([C:20]3[CH:25]=[CH:24][CH:23]=[CH:22][CH:21]=3)[CH2:27][CH2:28]1)=[O:19])=[N:5]2. The yield is 0.880. (3) The reactants are C(N(CC)CC)C.[OH:8][C@H:9]1[CH2:14][CH2:13][N:12]([C:15]([O:17][C:18]([CH3:21])([CH3:20])[CH3:19])=[O:16])[C@@H:11]([CH3:22])[CH2:10]1.[CH3:23][S:24](Cl)(=[O:26])=[O:25]. The catalyst is ClCCl. The product is [CH3:22][C@H:11]1[CH2:10][C@@H:9]([O:8][S:24]([CH3:23])(=[O:26])=[O:25])[CH2:14][CH2:13][N:12]1[C:15]([O:17][C:18]([CH3:21])([CH3:20])[CH3:19])=[O:16]. The yield is 0.920. (4) The reactants are [NH2:1][C:2]1[CH:23]=[CH:22][C:5]([CH2:6][N:7]2[C:11]3[N:12]=[C:13]([NH2:21])[N:14]=[C:15]([C:16]4[O:17][CH:18]=[CH:19][CH:20]=4)[C:10]=3[N:9]=[N:8]2)=[CH:4][C:3]=1[CH3:24].Cl[C:26]([O:28][CH2:29][CH3:30])=[O:27].O. The catalyst is N1C=CC=CC=1. The product is [NH2:21][C:13]1[N:14]=[C:15]([C:16]2[O:17][CH:18]=[CH:19][CH:20]=2)[C:10]2[N:9]=[N:8][N:7]([CH2:6][C:5]3[CH:22]=[CH:23][C:2]([NH:1][C:26](=[O:27])[O:28][CH2:29][CH3:30])=[C:3]([CH3:24])[CH:4]=3)[C:11]=2[N:12]=1. The yield is 1.00. (5) The reactants are [ClH:1].[CH3:2][O:3][C:4]1[CH:5]=[C:6]2[C:10](=[CH:11][CH:12]=1)[NH:9][C:8](=[O:13])[C@:7]12[CH2:15][C@H:14]1[C:16]1[CH:24]=[C:23]2[C:19]([C:20]([C:25]3[CH:26]=[N:27][C:28]([N:31]4[CH2:36][CH2:35][N:34]([CH3:37])[CH2:33][CH2:32]4)=[CH:29][CH:30]=3)=[N:21][NH:22]2)=[CH:18][CH:17]=1. The catalyst is CO.C(Cl)Cl. The product is [ClH:1].[ClH:1].[CH3:2][O:3][C:4]1[CH:5]=[C:6]2[C:10](=[CH:11][CH:12]=1)[NH:9][C:8](=[O:13])[C@:7]12[CH2:15][C@H:14]1[C:16]1[CH:24]=[C:23]2[C:19]([C:20]([C:25]3[CH:26]=[N:27][C:28]([N:31]4[CH2:32][CH2:33][N:34]([CH3:37])[CH2:35][CH2:36]4)=[CH:29][CH:30]=3)=[N:21][NH:22]2)=[CH:18][CH:17]=1. The yield is 0.880. (6) The yield is 1.00. The product is [N:1]([C:2]1[CH:10]=[CH:9][C:5]([C:6]([OH:8])=[O:7])=[CH:4][CH:3]=1)=[N+:20]=[N-:21]. The catalyst is O. The reactants are [NH2:1][C:2]1[CH:10]=[CH:9][C:5]([C:6]([OH:8])=[O:7])=[CH:4][CH:3]=1.S(=O)(=O)(O)O.N([O-])=O.[Na+].[N-:20]=[N+:21]=[N-].[Na+]. (7) The reactants are C(OC([N:11]1[CH2:16][CH2:15][CH:14]([N:17]([C:27]2[CH:31]=[C:30]([C:32]3[CH:37]=[CH:36][CH:35]=[CH:34][CH:33]=3)[S:29][C:28]=2[C:38]([O:40][CH3:41])=[O:39])[C:18]([CH:20]2[CH2:25][CH2:24][CH:23]([CH3:26])[CH2:22][CH2:21]2)=[O:19])[CH2:13][CH2:12]1)=O)C1C=CC=CC=1.C(OCC)(=O)C. The catalyst is [Pd].CO. The product is [CH3:41][O:40][C:38]([C:28]1[S:29][C:30]([C:32]2[CH:33]=[CH:34][CH:35]=[CH:36][CH:37]=2)=[CH:31][C:27]=1[N:17]([C:18]([CH:20]1[CH2:21][CH2:22][CH:23]([CH3:26])[CH2:24][CH2:25]1)=[O:19])[CH:14]1[CH2:15][CH2:16][NH:11][CH2:12][CH2:13]1)=[O:39]. The yield is 0.740. (8) The reactants are Cl[C:2]1[CH:11]=[CH:10][C:9]2[C:4](=[CH:5][CH:6]=[CH:7][CH:8]=2)[N:3]=1.[F:12][C:13]1[CH:18]=[C:17]([F:19])[CH:16]=[CH:15][C:14]=1B(O)O.C(=O)([O-])[O-].[K+].[K+].C1(P(C2C=CC=CC=2)C2C=CC=CC=2)C=CC=CC=1. The catalyst is C([O-])(=O)C.[Pd+2].C([O-])(=O)C.COCCOC. The product is [F:12][C:13]1[CH:18]=[C:17]([F:19])[CH:16]=[CH:15][C:14]=1[C:2]1[CH:11]=[CH:10][C:9]2[C:4](=[CH:5][CH:6]=[CH:7][CH:8]=2)[N:3]=1. The yield is 0.986.